From a dataset of Catalyst prediction with 721,799 reactions and 888 catalyst types from USPTO. Predict which catalyst facilitates the given reaction. (1) Reactant: [O:1]1CCC[CH2:2]1.C([Mg]Cl)CCC.CCCCCC.C([Li])CCC.Br[C:24]1[CH:29]=[CH:28][C:27]([CH:30]([O:34][CH:35]2[CH2:40][CH2:39][CH2:38][CH2:37][O:36]2)[CH2:31][O:32][CH3:33])=[CH:26][N:25]=1.[Cl-].[NH4+]. Product: [CH3:33][O:32][CH2:31][CH:30]([C:27]1[CH:28]=[CH:29][C:24]([CH:2]=[O:1])=[N:25][CH:26]=1)[O:34][CH:35]1[CH2:40][CH2:39][CH2:38][CH2:37][O:36]1. The catalyst class is: 213. (2) Reactant: [CH2:1]([C:8]([N:20]([CH3:22])[CH3:21])([CH2:18][CH3:19])[C:9]([C:11]1[CH:16]=[CH:15][C:14](F)=[CH:13][CH:12]=1)=[O:10])[C:2]1[CH:7]=[CH:6][CH:5]=[CH:4][CH:3]=1.[CH2:23]([CH2:25][NH2:26])[OH:24].C(=O)([O-])[O-].[K+].[K+]. Product: [CH2:1]([C:8]([N:20]([CH3:22])[CH3:21])([CH2:18][CH3:19])[C:9]([C:11]1[CH:16]=[CH:15][C:14]([NH:26][CH2:25][CH2:23][OH:24])=[CH:13][CH:12]=1)=[O:10])[C:2]1[CH:7]=[CH:6][CH:5]=[CH:4][CH:3]=1. The catalyst class is: 287. (3) The catalyst class is: 7. Reactant: [Br:1][C:2]1[N:7]=[CH:6][C:5]([OH:8])=[CH:4][CH:3]=1.C1(P(C2C=CC=CC=2)C2C=CC=CC=2)C=CC=CC=1.N(C(OCC)=O)=NC(OCC)=O.[O:40]([C:47]1[CH:52]=[CH:51][CH:50]=[CH:49][C:48]=1[CH2:53]O)[C:41]1[CH:46]=[CH:45][CH:44]=[CH:43][CH:42]=1. Product: [Br:1][C:2]1[CH:3]=[CH:4][C:5]([O:8][CH2:53][C:48]2[CH:49]=[CH:50][CH:51]=[CH:52][C:47]=2[O:40][C:41]2[CH:46]=[CH:45][CH:44]=[CH:43][CH:42]=2)=[CH:6][N:7]=1. (4) Reactant: [CH3:1][C:2]1[CH:7]=[CH:6][C:5]([C:8]2[CH:13]=[C:12]([C:14](=[O:24])[NH:15][CH2:16][C:17]3[CH:18]=[N:19][C:20]([CH3:23])=[CH:21][CH:22]=3)[CH:11]=[C:10]([C:25](O)=[O:26])[CH:9]=2)=[CH:4][CH:3]=1.Cl.[CH3:29][NH:30][CH3:31].F[P-](F)(F)(F)(F)F.C[N+](C)=C(N(C)C)ON1C2N=CC=CC=2N=N1.C(N(CC)C(C)C)(C)C. Product: [CH3:29][N:30]([CH3:31])[C:25]([C:10]1[CH:9]=[C:8]([C:5]2[CH:4]=[CH:3][C:2]([CH3:1])=[CH:7][CH:6]=2)[CH:13]=[C:12]([C:14]([NH:15][CH2:16][C:17]2[CH:18]=[N:19][C:20]([CH3:23])=[CH:21][CH:22]=2)=[O:24])[CH:11]=1)=[O:26]. The catalyst class is: 9. (5) Reactant: [Cl:1][C:2]1[CH:3]=[C:4]([N:12]([CH2:22][CH3:23])[C@H:13]2[CH2:18][CH2:17][C@H:16]([N:19]([CH3:21])[CH3:20])[CH2:15][CH2:14]2)[C:5]([CH3:11])=[C:6]([CH:10]=1)[C:7](O)=[O:8].N#N.CN(C(ON1N=NC2C=CC=NC1=2)=[N+](C)C)C.F[P-](F)(F)(F)(F)F.CCN(C(C)C)C(C)C.[CH3:59][O:60][C:61]1[N:65]([CH3:66])[N:64]=[C:63]([C:67]([F:70])([F:69])[F:68])[C:62]=1[CH2:71][NH2:72]. Product: [Cl:1][C:2]1[CH:3]=[C:4]([N:12]([CH2:22][CH3:23])[C@H:13]2[CH2:14][CH2:15][C@H:16]([N:19]([CH3:21])[CH3:20])[CH2:17][CH2:18]2)[C:5]([CH3:11])=[C:6]([CH:10]=1)[C:7]([NH:72][CH2:71][C:62]1[C:63]([C:67]([F:69])([F:70])[F:68])=[N:64][N:65]([CH3:66])[C:61]=1[O:60][CH3:59])=[O:8]. The catalyst class is: 18. (6) Reactant: [NH2:1][C:2](=[S:14])[CH2:3][N:4]1[CH:8]=[C:7]([C:9]([O:11][CH2:12][CH3:13])=[O:10])[CH:6]=[N:5]1.Br[CH2:16][C:17]([C:19]1[CH:24]=[CH:23][CH:22]=[C:21]([N+:25]([O-:27])=[O:26])[CH:20]=1)=O. Product: [N+:25]([C:21]1[CH:20]=[C:19]([C:17]2[N:1]=[C:2]([CH2:3][N:4]3[CH:8]=[C:7]([C:9]([O:11][CH2:12][CH3:13])=[O:10])[CH:6]=[N:5]3)[S:14][CH:16]=2)[CH:24]=[CH:23][CH:22]=1)([O-:27])=[O:26]. The catalyst class is: 8. (7) The catalyst class is: 36. Reactant: C(O[C:4]([C:6]1[N:7]=[N:8][CH:9]=[CH:10][C:11]=1[C:12]([O:14]CC)=O)=[O:5])C.[F:17][C:18]1[CH:23]=[CH:22][C:21]([CH2:24][CH2:25][N:26]2[C:30](=[O:31])[CH2:29][CH2:28][C:27]2=[O:32])=[CH:20][CH:19]=1.[H-].[Na+]. Product: [F:17][C:18]1[CH:19]=[CH:20][C:21]([CH2:24][CH2:25][N:26]2[C:30](=[O:31])[C:29]3=[C:12]([OH:14])[C:11]4[C:6]([C:4]([OH:5])=[C:28]3[C:27]2=[O:32])=[N:7][N:8]=[CH:9][CH:10]=4)=[CH:22][CH:23]=1.